Dataset: Merck oncology drug combination screen with 23,052 pairs across 39 cell lines. Task: Regression. Given two drug SMILES strings and cell line genomic features, predict the synergy score measuring deviation from expected non-interaction effect. (1) Drug 1: CN(C)C(=N)N=C(N)N. Drug 2: Cc1nc(Nc2ncc(C(=O)Nc3c(C)cccc3Cl)s2)cc(N2CCN(CCO)CC2)n1. Cell line: UACC62. Synergy scores: synergy=-0.704. (2) Drug 1: C#Cc1cccc(Nc2ncnc3cc(OCCOC)c(OCCOC)cc23)c1. Drug 2: O=C(NOCC(O)CO)c1ccc(F)c(F)c1Nc1ccc(I)cc1F. Cell line: UACC62. Synergy scores: synergy=0.469. (3) Synergy scores: synergy=24.1. Drug 2: NC1(c2ccc(-c3nc4ccn5c(=O)[nH]nc5c4cc3-c3ccccc3)cc2)CCC1. Cell line: NCIH460. Drug 1: N#Cc1ccc(Cn2cncc2CN2CCN(c3cccc(Cl)c3)C(=O)C2)cc1. (4) Drug 1: C#Cc1cccc(Nc2ncnc3cc(OCCOC)c(OCCOC)cc23)c1. Drug 2: Cn1cc(-c2cnn3c(N)c(Br)c(C4CCCNC4)nc23)cn1. Cell line: SW837. Synergy scores: synergy=18.8. (5) Drug 1: COc1cc(C2c3cc4c(cc3C(OC3OC5COC(C)OC5C(O)C3O)C3COC(=O)C23)OCO4)cc(OC)c1O. Drug 2: CCc1cnn2c(NCc3ccc[n+]([O-])c3)cc(N3CCCCC3CCO)nc12. Cell line: ZR751. Synergy scores: synergy=7.92. (6) Drug 1: COC12C(COC(N)=O)C3=C(C(=O)C(C)=C(N)C3=O)N1CC1NC12. Drug 2: O=C(NOCC(O)CO)c1ccc(F)c(F)c1Nc1ccc(I)cc1F. Cell line: A2780. Synergy scores: synergy=17.6. (7) Drug 1: CN(Cc1cnc2nc(N)nc(N)c2n1)c1ccc(C(=O)NC(CCC(=O)O)C(=O)O)cc1. Drug 2: N#Cc1ccc(Cn2cncc2CN2CCN(c3cccc(Cl)c3)C(=O)C2)cc1. Cell line: UWB1289BRCA1. Synergy scores: synergy=-2.05. (8) Drug 1: CN(Cc1cnc2nc(N)nc(N)c2n1)c1ccc(C(=O)NC(CCC(=O)O)C(=O)O)cc1. Drug 2: Cn1cc(-c2cnn3c(N)c(Br)c(C4CCCNC4)nc23)cn1. Cell line: UACC62. Synergy scores: synergy=-1.56. (9) Drug 1: O=S1(=O)NC2(CN1CC(F)(F)F)C1CCC2Cc2cc(C=CCN3CCC(C(F)(F)F)CC3)ccc2C1. Drug 2: Cn1cc(-c2cnn3c(N)c(Br)c(C4CCCNC4)nc23)cn1. Cell line: SW837. Synergy scores: synergy=-17.8.